This data is from Catalyst prediction with 721,799 reactions and 888 catalyst types from USPTO. The task is: Predict which catalyst facilitates the given reaction. (1) Reactant: [NH2:1][C:2]1[CH:7]=[CH:6][C:5]([CH:8]([CH3:12])[C:9]([OH:11])=[O:10])=[CH:4][C:3]=1[OH:13].Br[C:15]#[N:16].[OH-].[Na+]. The catalyst class is: 6. Product: [NH2:16][C:15]1[O:13][C:3]2[CH:4]=[C:5]([CH:8]([CH3:12])[C:9]([OH:11])=[O:10])[CH:6]=[CH:7][C:2]=2[N:1]=1. (2) Reactant: C(O)CC.Cl.[CH3:6][O:7][NH2:8].[O:9]1[CH:13]=[CH:12][C:11]([C:14]([C:16]2[CH:21]=[CH:20][CH:19]=[CH:18][C:17]=2[CH2:22][O:23][C:24]2[CH:29]=[C:28]([CH3:30])[CH:27]=[CH:26][C:25]=2[CH3:31])=O)=[N:10]1. Product: [CH3:6][O:7][N:8]=[C:14]([C:11]1[CH:12]=[CH:13][O:9][N:10]=1)[C:16]1[CH:21]=[CH:20][CH:19]=[CH:18][C:17]=1[CH2:22][O:23][C:24]1[CH:29]=[C:28]([CH3:30])[CH:27]=[CH:26][C:25]=1[CH3:31]. The catalyst class is: 6.